From a dataset of Experimentally validated miRNA-target interactions with 360,000+ pairs, plus equal number of negative samples. Binary Classification. Given a miRNA mature sequence and a target amino acid sequence, predict their likelihood of interaction. The miRNA is hsa-miR-142-5p with sequence CAUAAAGUAGAAAGCACUACU. The protein sequence of the target gene is MANLFIRKMVNPLLYLSRHTVKPRALSTFLFGSIRGAAPVAVEPGAAVRSLLSPGLLPHLLPALGFKNKTVLKKRCKDCYLVKRRGRWYVYCKTHPRHKQRQM. Result: 1 (interaction).